From a dataset of NCI-60 drug combinations with 297,098 pairs across 59 cell lines. Regression. Given two drug SMILES strings and cell line genomic features, predict the synergy score measuring deviation from expected non-interaction effect. (1) Drug 1: C1=CC(=CC=C1CCC2=CNC3=C2C(=O)NC(=N3)N)C(=O)NC(CCC(=O)O)C(=O)O. Drug 2: CC1=C(N=C(N=C1N)C(CC(=O)N)NCC(C(=O)N)N)C(=O)NC(C(C2=CN=CN2)OC3C(C(C(C(O3)CO)O)O)OC4C(C(C(C(O4)CO)O)OC(=O)N)O)C(=O)NC(C)C(C(C)C(=O)NC(C(C)O)C(=O)NCCC5=NC(=CS5)C6=NC(=CS6)C(=O)NCCC[S+](C)C)O. Cell line: 786-0. Synergy scores: CSS=33.8, Synergy_ZIP=-3.23, Synergy_Bliss=2.50, Synergy_Loewe=5.69, Synergy_HSA=7.59. (2) Drug 1: CC1CCC2CC(C(=CC=CC=CC(CC(C(=O)C(C(C(=CC(C(=O)CC(OC(=O)C3CCCCN3C(=O)C(=O)C1(O2)O)C(C)CC4CCC(C(C4)OC)OCCO)C)C)O)OC)C)C)C)OC. Drug 2: C1C(C(OC1N2C=NC3=C2NC=NCC3O)CO)O. Cell line: 786-0. Synergy scores: CSS=25.7, Synergy_ZIP=-2.53, Synergy_Bliss=4.08, Synergy_Loewe=-38.9, Synergy_HSA=2.22. (3) Drug 1: C1C(C(OC1N2C=NC3=C(N=C(N=C32)Cl)N)CO)O. Drug 2: C(CCl)NC(=O)N(CCCl)N=O. Cell line: NCIH23. Synergy scores: CSS=19.8, Synergy_ZIP=-2.67, Synergy_Bliss=-3.89, Synergy_Loewe=-37.0, Synergy_HSA=-4.45. (4) Drug 1: CC1=CC=C(C=C1)C2=CC(=NN2C3=CC=C(C=C3)S(=O)(=O)N)C(F)(F)F. Drug 2: CCC1=C2CN3C(=CC4=C(C3=O)COC(=O)C4(CC)O)C2=NC5=C1C=C(C=C5)O. Cell line: PC-3. Synergy scores: CSS=13.1, Synergy_ZIP=-3.80, Synergy_Bliss=2.06, Synergy_Loewe=-33.6, Synergy_HSA=-2.37. (5) Drug 2: CC1CCCC2(C(O2)CC(NC(=O)CC(C(C(=O)C(C1O)C)(C)C)O)C(=CC3=CSC(=N3)C)C)C. Drug 1: CS(=O)(=O)C1=CC(=C(C=C1)C(=O)NC2=CC(=C(C=C2)Cl)C3=CC=CC=N3)Cl. Synergy scores: CSS=1.22, Synergy_ZIP=-0.589, Synergy_Bliss=1.91, Synergy_Loewe=-4.66, Synergy_HSA=-1.20. Cell line: MALME-3M. (6) Drug 1: CCC(=C(C1=CC=CC=C1)C2=CC=C(C=C2)OCCN(C)C)C3=CC=CC=C3.C(C(=O)O)C(CC(=O)O)(C(=O)O)O. Drug 2: CC1C(C(CC(O1)OC2CC(CC3=C2C(=C4C(=C3O)C(=O)C5=CC=CC=C5C4=O)O)(C(=O)C)O)N)O. Cell line: MDA-MB-231. Synergy scores: CSS=43.6, Synergy_ZIP=-2.55, Synergy_Bliss=-2.36, Synergy_Loewe=-1.09, Synergy_HSA=0.728. (7) Drug 1: CC1=C2C(C(=O)C3(C(CC4C(C3C(C(C2(C)C)(CC1OC(=O)C(C(C5=CC=CC=C5)NC(=O)OC(C)(C)C)O)O)OC(=O)C6=CC=CC=C6)(CO4)OC(=O)C)OC)C)OC. Drug 2: B(C(CC(C)C)NC(=O)C(CC1=CC=CC=C1)NC(=O)C2=NC=CN=C2)(O)O. Cell line: SK-MEL-28. Synergy scores: CSS=33.6, Synergy_ZIP=4.32, Synergy_Bliss=3.81, Synergy_Loewe=-3.90, Synergy_HSA=1.62.